Dataset: Reaction yield outcomes from USPTO patents with 853,638 reactions. Task: Predict the reaction yield, written as a fraction of the theoretical maximum amount of product (1.0 means a 100% yield; for example, 0.34 means a 34% yield). (1) The reactants are [F:1][C:2]1[CH:7]=[CH:6][CH:5]=[CH:4][C:3]=1[OH:8].[H-].[Na+].F[C:12]1[CH:17]=[CH:16][C:15]([N+:18]([O-:20])=[O:19])=[CH:14][CH:13]=1. The catalyst is CN(C)C=O.Cl[Cu]. The product is [F:1][C:2]1[CH:7]=[CH:6][CH:5]=[CH:4][C:3]=1[O:8][C:12]1[CH:17]=[CH:16][C:15]([N+:18]([O-:20])=[O:19])=[CH:14][CH:13]=1. The yield is 0.310. (2) The reactants are [C:1]([O:4][C@@H:5]1[CH2:29][CH2:28][C@@:27]2([CH3:30])[C@H:7]([C@@H:8]([CH2:42][CH3:43])[C@@H:9]([O:32][C:33](=[O:41])[C:34]3[CH:39]=[CH:38][CH:37]=[C:36]([I:40])[CH:35]=3)[C@@H:10]3[C@@H:26]2[CH2:25][CH2:24][C@@:23]2([CH3:31])[C@H:11]3[CH2:12][CH2:13][C@@H:14]2[C@H:15]([CH3:22])[CH2:16][CH2:17][C:18]([O:20][CH3:21])=[O:19])[CH2:6]1)(=[O:3])[CH3:2].CC(O)(C)C.[Cl:49]C1C(Cl)=C(I)C=CC=1. The catalyst is C(Cl)Cl. The product is [C:1]([O:4][C@@H:5]1[CH2:29][CH2:28][C@@:27]2([CH3:30])[C@H:7]([C@@H:8]([CH2:42][CH3:43])[C@@H:9]([O:32][C:33](=[O:41])[C:34]3[CH:39]=[CH:38][CH:37]=[C:36]([I:40])[CH:35]=3)[C@@H:10]3[C@@H:26]2[CH2:25][CH2:24][C@@:23]2([CH3:31])[C@H:11]3[CH2:12][CH2:13][C@:14]2([Cl:49])[C@H:15]([CH3:22])[CH2:16][CH2:17][C:18]([O:20][CH3:21])=[O:19])[CH2:6]1)(=[O:3])[CH3:2]. The yield is 0.920. (3) The product is [CH:1]1([C:4]2[C:5]([O:18][CH2:19][C:20]34[CH2:26][CH:25]3[CH2:24][CH:23]([OH:27])[CH2:22][CH2:21]4)=[CH:6][C:7]([F:17])=[C:8]([CH:16]=2)[C:9]([O:11][C:12]([CH3:15])([CH3:14])[CH3:13])=[O:10])[CH2:3][CH2:2]1. The catalyst is COCCOC. The reactants are [CH:1]1([C:4]2[C:5]([O:18][CH2:19][C:20]34[CH2:26][CH:25]3[CH2:24][C:23](=[O:27])[CH2:22][CH2:21]4)=[CH:6][C:7]([F:17])=[C:8]([CH:16]=2)[C:9]([O:11][C:12]([CH3:15])([CH3:14])[CH3:13])=[O:10])[CH2:3][CH2:2]1.[BH4-].[Na+]. The yield is 0.190. (4) The reactants are [CH3:1][C:2]([CH3:34])([CH2:32][CH3:33])[C:3](=[O:31])[C:4]([N:6]1[CH2:10][CH2:9][CH2:8][CH:7]1[C:11](=[O:30])[CH2:12][CH2:13][CH:14]=[CH:15][C:16]1[CH:21]=[CH:20][C:19]([O:22]CC2C=CC=CC=2)=[CH:18][CH:17]=1)=[O:5]. The catalyst is C(OCC)(=O)C.[Pd]. The product is [OH:22][C:19]1[CH:18]=[CH:17][C:16]([CH2:15][CH2:14][CH2:13][CH2:12][C:11]([CH:7]2[CH2:8][CH2:9][CH2:10][N:6]2[C:4](=[O:5])[C:3](=[O:31])[C:2]([CH3:1])([CH3:34])[CH2:32][CH3:33])=[O:30])=[CH:21][CH:20]=1. The yield is 0.610. (5) The reactants are [CH2:1]([N:8]([CH2:27][CH2:28][C:29]([F:32])([F:31])[F:30])[C:9]1[CH:14]=[CH:13][C:12](Br)=[CH:11][C:10]=1[NH:16][C:17]([NH:19][C:20]1[CH:25]=[CH:24][C:23]([CH3:26])=[CH:22][CH:21]=1)=[O:18])[C:2]1[CH:7]=[CH:6][CH:5]=[CH:4][CH:3]=1.B([C:36]1[CH:44]=[C:43]([F:45])[CH:42]=[CH:41][C:37]=1[C:38]([OH:40])=[O:39])(O)O.C(=O)([O-])[O-].[K+].[K+].CC(O)=O. The catalyst is CN(C=O)C.C1C=CC([P]([Pd]([P](C2C=CC=CC=2)(C2C=CC=CC=2)C2C=CC=CC=2)([P](C2C=CC=CC=2)(C2C=CC=CC=2)C2C=CC=CC=2)[P](C2C=CC=CC=2)(C2C=CC=CC=2)C2C=CC=CC=2)(C2C=CC=CC=2)C2C=CC=CC=2)=CC=1. The product is [CH2:1]([N:8]([CH2:27][CH2:28][C:29]([F:32])([F:31])[F:30])[C:9]1[CH:14]=[CH:13][C:12]([C:36]2[C:37]([C:38]([OH:40])=[O:39])=[CH:41][CH:42]=[C:43]([F:45])[CH:44]=2)=[CH:11][C:10]=1[NH:16][C:17]([NH:19][C:20]1[CH:25]=[CH:24][C:23]([CH3:26])=[CH:22][CH:21]=1)=[O:18])[C:2]1[CH:7]=[CH:6][CH:5]=[CH:4][CH:3]=1. The yield is 0.500. (6) The reactants are [CH2:1]([O:8][CH2:9][CH2:10][OH:11])[C:2]1[CH:7]=[CH:6][CH:5]=[CH:4][CH:3]=1.[CH3:12][C:13]([O-])(C)C.[K+].Br[CH2:19][C:20]([O:22][C:23]([CH3:26])(C)C)=[O:21]. The catalyst is CC(O)(C)C. The product is [CH2:23]([O:22][C:20](=[O:21])[CH2:19][O:11][CH2:10][CH2:9][O:8][CH2:1][C:2]1[CH:7]=[CH:6][CH:5]=[CH:4][CH:3]=1)[CH2:26][CH2:12][CH3:13]. The yield is 0.590. (7) The reactants are Cl[CH2:2][C:3]1[NH:7][N:6]=[N:5][N:4]=1.[NH:8]1[CH2:13][CH2:12][O:11][CH2:10][CH2:9]1. No catalyst specified. The product is [NH:7]1[C:3]([CH2:2][N:8]2[CH2:13][CH2:12][O:11][CH2:10][CH2:9]2)=[N:4][N:5]=[N:6]1. The yield is 0.820.